From a dataset of Catalyst prediction with 721,799 reactions and 888 catalyst types from USPTO. Predict which catalyst facilitates the given reaction. (1) Product: [N:8]1[N:7]2[C:2]([N:24]([CH3:25])[C@@H:14]3[C@H:13]([CH3:12])[CH2:18][CH2:17][N:16]([C:19](=[O:23])[CH2:20][C:21]#[N:22])[CH2:15]3)=[CH:3][CH:4]=[N:5][C:6]2=[N:10][CH:9]=1. Reactant: Cl[C:2]1[N:7]2[N:8]=[CH:9][N:10]=[C:6]2[N:5]=[CH:4][CH:3]=1.Cl.[CH3:12][C@@H:13]1[CH2:18][CH2:17][N:16]([C:19](=[O:23])[CH2:20][C:21]#[N:22])[CH2:15][C@@H:14]1[NH:24][CH3:25].C(=O)([O-])O.[Na+].O. The catalyst class is: 12. (2) Reactant: Br[C:2]1[N:10]=[CH:9][N:8]=[C:7]2[C:3]=1[N:4]=[CH:5][NH:6]2.[Cl:11][C:12]1[C:17]([CH3:18])=[C:16]([C:19]2[NH:23][N:22]=[N:21][N:20]=2)[C:15]([C:24]2[CH:29]=[CH:28][CH:27]=[C:26]([F:30])[CH:25]=2)=[C:14]([CH:31]([NH2:33])[CH3:32])[CH:13]=1.C(N(CC)C(C)C)(C)C. Product: [Cl:11][C:12]1[C:17]([CH3:18])=[C:16]([C:19]2[NH:23][N:22]=[N:21][N:20]=2)[C:15]([C:24]2[CH:29]=[CH:28][CH:27]=[C:26]([F:30])[CH:25]=2)=[C:14]([CH:31]([NH:33][C:2]2[N:10]=[CH:9][N:8]=[C:7]3[C:3]=2[N:4]=[CH:5][NH:6]3)[CH3:32])[CH:13]=1. The catalyst class is: 32. (3) Reactant: [CH2:1]([C:3]([C:22]1[CH:35]=[CH:34][C:25]([O:26][CH2:27][C@H:28]2[O:32][C:31](=[O:33])[CH2:30][CH2:29]2)=[C:24]([CH3:36])[CH:23]=1)([C:6]1[CH:11]=[CH:10][C:9](/[CH:12]=[CH:13]/[C:14]([CH2:19][CH3:20])([OH:18])[CH2:15][CH2:16][CH3:17])=[C:8]([CH3:21])[CH:7]=1)[CH2:4][CH3:5])[CH3:2].C[OH:38]. Product: [CH2:4]([C:3]([C:22]1[CH:35]=[CH:34][C:25]([O:26][CH2:27][C@@H:28]([OH:38])[CH2:29][CH2:30][C:31]([OH:32])=[O:33])=[C:24]([CH3:36])[CH:23]=1)([C:6]1[CH:11]=[CH:10][C:9](/[CH:12]=[CH:13]/[C:14]([CH2:19][CH3:20])([OH:18])[CH2:15][CH2:16][CH3:17])=[C:8]([CH3:21])[CH:7]=1)[CH2:1][CH3:2])[CH3:5]. The catalyst class is: 74. (4) Reactant: [CH2:1]([OH:8])[CH2:2][CH2:3][CH2:4][CH2:5][CH2:6][OH:7].[H-].[Na+].[CH:11]1[CH:16]=[CH:15][C:14]([CH2:17]Br)=[CH:13][CH:12]=1. Product: [CH2:17]([O:7][CH2:6][CH2:5][CH2:4][CH2:3][CH2:2][CH2:1][OH:8])[C:14]1[CH:15]=[CH:16][CH:11]=[CH:12][CH:13]=1. The catalyst class is: 1. (5) Reactant: [NH2:1][C:2]1([CH2:8][OH:9])[CH2:7][CH2:6][CH2:5][CH2:4][CH2:3]1.C(N(CC)CC)C.[Cl:17][C:18]1[CH:23]=[CH:22][C:21]([CH2:24][C:25](Cl)=[O:26])=[CH:20][CH:19]=1.CO. Product: [Cl:17][C:18]1[CH:23]=[CH:22][C:21]([CH2:24][C:25]([NH:1][C:2]2([CH2:8][OH:9])[CH2:7][CH2:6][CH2:5][CH2:4][CH2:3]2)=[O:26])=[CH:20][CH:19]=1. The catalyst class is: 2. (6) Reactant: [N:1]([CH:4]1[CH2:9][CH2:8][N:7]([C:10]([O:12][CH2:13][CH3:14])=[O:11])[CH2:6][CH:5]1[O:15][CH2:16][C:17]([O:19][C:20]([CH3:23])([CH3:22])[CH3:21])=[O:18])=[N+]=[N-].O.C1C=CC(P(C2C=CC=CC=2)C2C=CC=CC=2)=CC=1. Product: [NH2:1][CH:4]1[CH2:9][CH2:8][N:7]([C:10]([O:12][CH2:13][CH3:14])=[O:11])[CH2:6][CH:5]1[O:15][CH2:16][C:17]([O:19][C:20]([CH3:21])([CH3:23])[CH3:22])=[O:18]. The catalyst class is: 1. (7) Reactant: [BH4-].[Na+].[CH:3]1([C:6]2[CH:7]=[C:8]([CH:15]=[O:16])[S:9][C:10]=2[C:11]([F:14])([F:13])[F:12])[CH2:5][CH2:4]1. Product: [CH:3]1([C:6]2[CH:7]=[C:8]([CH2:15][OH:16])[S:9][C:10]=2[C:11]([F:12])([F:13])[F:14])[CH2:4][CH2:5]1. The catalyst class is: 5.